The task is: Predict the reactants needed to synthesize the given product.. This data is from Full USPTO retrosynthesis dataset with 1.9M reactions from patents (1976-2016). (1) Given the product [ClH:1].[ClH:1].[OH:2][NH:3][C:4]([C@@H:6]([N:30]1[CH2:35][CH2:34][N:33]([S:36]([CH3:39])(=[O:38])=[O:37])[CH2:32][CH2:31]1)[CH2:7][NH:8][C:9](=[O:29])[C:10]1[CH:15]=[CH:14][C:13]([O:16][CH2:17][C:18]2[C:27]3[C:22](=[CH:23][CH:24]=[CH:25][CH:26]=3)[N:21]=[C:20]([CH3:28])[CH:19]=2)=[CH:12][CH:11]=1)=[O:5], predict the reactants needed to synthesize it. The reactants are: [ClH:1].[OH:2][NH:3][C:4]([C@@H:6]([N:30]1[CH2:35][CH2:34][N:33]([S:36]([CH3:39])(=[O:38])=[O:37])[CH2:32][CH2:31]1)[CH2:7][NH:8][C:9](=[O:29])[C:10]1[CH:15]=[CH:14][C:13]([O:16][CH2:17][C:18]2[C:27]3[C:22](=[CH:23][CH:24]=[CH:25][CH:26]=3)[N:21]=[C:20]([CH3:28])[CH:19]=2)=[CH:12][CH:11]=1)=[O:5]. (2) The reactants are: [CH3:1][N:2]1[C:7](=[O:8])[CH:6]=[C:5]([N:9]2[CH2:14][CH2:13][O:12][CH2:11][CH2:10]2)[N:4]=[C:3]1[CH2:15][C:16]([O-:18])=O.[Na+].[F:20][C:21]1[CH:29]=[CH:28][CH:27]=[C:26]2[C:22]=1[CH2:23][CH2:24][NH:25]2.Cl.CN(C)CCCN=C=NCC. Given the product [F:20][C:21]1[CH:29]=[CH:28][CH:27]=[C:26]2[C:22]=1[CH2:23][CH2:24][N:25]2[C:16](=[O:18])[CH2:15][C:3]1[N:2]([CH3:1])[C:7](=[O:8])[CH:6]=[C:5]([N:9]2[CH2:10][CH2:11][O:12][CH2:13][CH2:14]2)[N:4]=1, predict the reactants needed to synthesize it.